From a dataset of Reaction yield outcomes from USPTO patents with 853,638 reactions. Predict the reaction yield, written as a fraction of the theoretical maximum amount of product (1.0 means a 100% yield; for example, 0.34 means a 34% yield). The reactants are Cl[CH:2]([C:15]1[CH:20]=[CH:19][CH:18]=[CH:17][CH:16]=1)[C:3]([C:5]1[C:13]2[C:8](=[CH:9][CH:10]=[C:11]([F:14])[CH:12]=2)[NH:7][CH:6]=1)=[O:4].[CH3:21][O:22][C:23]1[CH:24]=[C:25]([CH:27]=[C:28]([O:30][CH3:31])[CH:29]=1)[NH2:26]. The catalyst is C(#N)C. The product is [CH3:31][O:30][C:28]1[CH:27]=[C:25]([NH:26][CH:2]([C:15]2[CH:20]=[CH:19][CH:18]=[CH:17][CH:16]=2)[C:3]([C:5]2[C:13]3[C:8](=[CH:9][CH:10]=[C:11]([F:14])[CH:12]=3)[NH:7][CH:6]=2)=[O:4])[CH:24]=[C:23]([O:22][CH3:21])[CH:29]=1. The yield is 0.320.